Dataset: Full USPTO retrosynthesis dataset with 1.9M reactions from patents (1976-2016). Task: Predict the reactants needed to synthesize the given product. (1) Given the product [ClH:1].[Cl:1][C:2]1[CH:3]=[C:4]([CH:38]=[CH:39][C:40]=1[Cl:41])[C:5]([NH:7][C:8]1[CH:9]=[CH:10][C:11]([CH2:14][C:15]2[CH:20]=[CH:19][C:18]([CH2:21][CH2:22][C:23]([N:58]3[CH2:59][CH2:60][N:55]([CH2:45][C:46]4[CH:54]=[CH:53][C:52]5[O:51][CH2:50][O:49][C:48]=5[CH:47]=4)[CH2:56][CH2:57]3)=[O:24])=[CH:17][CH:16]=2)=[N:12][CH:13]=1)=[O:6], predict the reactants needed to synthesize it. The reactants are: [Cl:1][C:2]1[CH:3]=[C:4]([CH:38]=[CH:39][C:40]=1[Cl:41])[C:5]([N:7](C(=O)C1C=CC(Cl)=C(Cl)C=1)[C:8]1[CH:9]=[CH:10][C:11]([CH2:14][C:15]2[CH:20]=[CH:19][C:18]([CH2:21][CH2:22][C:23](OCC)=[O:24])=[CH:17][CH:16]=2)=[N:12][CH:13]=1)=[O:6].[OH-].[Na+].Cl.[CH2:45]([N:55]1[CH2:60][CH2:59][NH:58][CH2:57][CH2:56]1)[C:46]1[CH:54]=[CH:53][C:52]2[O:51][CH2:50][O:49][C:48]=2[CH:47]=1.C(N(CC)CC)C.C(P(=O)(OCC)OCC)#N. (2) Given the product [C:6](=[O:7])([O:1][C:10]1[CH:15]=[CH:14][CH:13]=[CH:12][CH:11]=1)[O:16][C:10]1[CH:15]=[CH:14][CH:13]=[CH:12][CH:11]=1, predict the reactants needed to synthesize it. The reactants are: [OH-:1].[Na+].C(Cl)Cl.[C:6](Cl)(Cl)=[O:7].[C:10]1([OH:16])[CH:15]=[CH:14][CH:13]=[CH:12][CH:11]=1. (3) The reactants are: [F:1][C:2]1[CH:7]=[C:6]([O:8][CH2:9][CH:10]2[CH2:15][CH2:14][N:13]([CH2:16][C:17]([F:20])([CH3:19])[CH3:18])[CH2:12][CH2:11]2)[CH:5]=[CH:4][C:3]=1[C:21]1[CH:22]=[CH:23][C:24]([C:27]([O:29]C)=[O:28])=[N:25][CH:26]=1.O[Li].O.Cl. Given the product [F:1][C:2]1[CH:7]=[C:6]([O:8][CH2:9][CH:10]2[CH2:15][CH2:14][N:13]([CH2:16][C:17]([F:20])([CH3:19])[CH3:18])[CH2:12][CH2:11]2)[CH:5]=[CH:4][C:3]=1[C:21]1[CH:22]=[CH:23][C:24]([C:27]([OH:29])=[O:28])=[N:25][CH:26]=1, predict the reactants needed to synthesize it. (4) The reactants are: [CH:1]1([O:6][C:7]2[CH:8]=[C:9]([CH:15]3[CH2:19][N:18]([CH2:20][C:21]([O-:23])=[O:22])[C:17](=[O:24])[CH2:16]3)[CH:10]=[CH:11][C:12]=2[O:13][CH3:14])[CH2:5][CH2:4][CH2:3][CH2:2]1.[OH-].[K+].O. Given the product [CH:1]1([O:6][C:7]2[CH:8]=[C:9]([CH:15]3[CH2:19][N:18]([CH2:20][C:21]([OH:23])=[O:22])[C:17](=[O:24])[CH2:16]3)[CH:10]=[CH:11][C:12]=2[O:13][CH3:14])[CH2:5][CH2:4][CH2:3][CH2:2]1, predict the reactants needed to synthesize it. (5) Given the product [CH2:9]([NH:11][C:6]([C:4]1[CH:3]=[N:2][NH:1][CH:5]=1)=[O:7])[CH3:10], predict the reactants needed to synthesize it. The reactants are: [NH:1]1[CH:5]=[C:4]([C:6](Cl)=[O:7])[CH:3]=[N:2]1.[CH2:9]([NH2:11])[CH3:10].C(N(CC)CC)C.